From a dataset of PAMPA (Parallel Artificial Membrane Permeability Assay) permeability data from NCATS. Regression/Classification. Given a drug SMILES string, predict its absorption, distribution, metabolism, or excretion properties. Task type varies by dataset: regression for continuous measurements (e.g., permeability, clearance, half-life) or binary classification for categorical outcomes (e.g., BBB penetration, CYP inhibition). Dataset: pampa_ncats. (1) The molecule is CC1=C(C(=NO1)C)C2=CC(=CN3C2=CN=C3)C4=CC5=C(CNC5=O)C=C4. The result is 1 (high permeability). (2) The compound is CC1=CC=C(C=C1)S(=O)(=O)NC2=C(C=CN=C2)C(=O)NC3=NC(=CS3)C(=O)O. The result is 0 (low-to-moderate permeability). (3) The molecule is C1=CC(=CC=C1CNC2=C3C(=NOC3=NC=N2)C4=CC=C(C=C4)F)F. The result is 1 (high permeability).